This data is from Reaction yield outcomes from USPTO patents with 853,638 reactions. The task is: Predict the reaction yield, written as a fraction of the theoretical maximum amount of product (1.0 means a 100% yield; for example, 0.34 means a 34% yield). (1) The reactants are [NH:1]1[C:10]2[C:5](=[CH:6][CH:7]=[CH:8][CH:9]=2)[CH2:4][CH2:3][CH2:2]1.[N+:11]([O-])([O-:13])=[O:12].[K+].C([O-])(O)=O.[Na+]. The catalyst is OS(O)(=O)=O. The product is [N+:11]([C:8]1[CH:9]=[C:10]2[C:5]([CH2:4][CH2:3][CH2:2][NH:1]2)=[CH:6][CH:7]=1)([O-:13])=[O:12]. The yield is 0.250. (2) The reactants are [CH3:1][C:2]1([CH3:13])[C:10]2[C:5](=[CH:6][CH:7]=[CH:8][CH:9]=2)[C:4](=[O:11])[CH:3]1[CH3:12].[H-].[H-].[H-].[H-].[Li+].[Al+3].Cl. The catalyst is C1COCC1. The product is [CH3:12][CH:3]1[C:2]([CH3:13])([CH3:1])[C:10]2[C:5](=[CH:6][CH:7]=[CH:8][CH:9]=2)[CH:4]1[OH:11]. The yield is 0.950. (3) The reactants are [S].[BH4-].[Na+].[CH2:4]([O:7][C:8]1[CH:9]=[C:10]([N:18]2[CH2:23][CH2:22][O:21][CH2:20][CH2:19]2)[CH:11]=[C:12]([F:17])[C:13]=1[N+:14]([O-])=O)[CH:5]=[CH2:6]. The catalyst is O1CCCC1. The product is [CH2:4]([O:7][C:8]1[CH:9]=[C:10]([N:18]2[CH2:23][CH2:22][O:21][CH2:20][CH2:19]2)[CH:11]=[C:12]([F:17])[C:13]=1[NH2:14])[CH:5]=[CH2:6]. The yield is 0.640. (4) The reactants are [NH2:1][CH:2]1[N:8]=[C:7]([C:9]2[CH:14]=[CH:13][CH:12]=[CH:11][C:10]=2[F:15])[C:6]2[CH:16]=[CH:17][CH:18]=[C:19]([CH:20]([CH3:22])[CH3:21])[C:5]=2[NH:4][C:3]1=[O:23].Cl.NO.[C:27](O[C:27]([O:29][C:30]([CH3:33])([CH3:32])[CH3:31])=[O:28])([O:29][C:30]([CH3:33])([CH3:32])[CH3:31])=[O:28].C(Cl)(Cl)Cl. The catalyst is C(Cl)Cl.C(OC(C)C)(C)C.O. The product is [C:30]([O:29][C:27]([NH:1][CH:2]1[N:8]=[C:7]([C:9]2[CH:14]=[CH:13][CH:12]=[CH:11][C:10]=2[F:15])[C:6]2[CH:16]=[CH:17][CH:18]=[C:19]([CH:20]([CH3:21])[CH3:22])[C:5]=2[NH:4][C:3]1=[O:23])=[O:28])([CH3:33])([CH3:32])[CH3:31]. The yield is 0.781. (5) The reactants are C(=O)([O-])[O-].[Cs+].[Cs+].Br[C:8]1[C:9]([C:15]([F:18])([F:17])[F:16])=[CH:10][C:11]([NH2:14])=[N:12][CH:13]=1.CC1(C)C(C)(C)OB([C:27]2[N:32]=[C:31]([N:33]3[CH2:38][CH2:37][O:36][CH2:35][CH2:34]3)[N:30]=[C:29]([N:39]3[CH2:44][CH2:43][O:42][CH2:41][CH2:40]3)[CH:28]=2)O1. The catalyst is [Pd](Cl)Cl.C(P(C(C)(C)C)[C-]1C=CC=C1)(C)(C)C.[C-]1(P(C(C)(C)C)C(C)(C)C)C=CC=C1.[Fe+2].O. The product is [N:33]1([C:31]2[N:32]=[C:27]([C:8]3[C:9]([C:15]([F:18])([F:17])[F:16])=[CH:10][C:11]([NH2:14])=[N:12][CH:13]=3)[CH:28]=[C:29]([N:39]3[CH2:44][CH2:43][O:42][CH2:41][CH2:40]3)[N:30]=2)[CH2:38][CH2:37][O:36][CH2:35][CH2:34]1. The yield is 0.890. (6) The reactants are [C:1]([C:3]1[C:11]2[C:6](=[CH:7][C:8]([O:12][CH3:13])=[CH:9][CH:10]=2)[N:5]([CH2:14][CH3:15])[C:4]=1[C:16]1[CH:21]=[CH:20][C:19]([NH:22][S:23]([CH2:26][CH2:27][CH2:28]Cl)(=[O:25])=[O:24])=[CH:18][CH:17]=1)#[N:2].C([O-])([O-])=O.[K+].[K+]. The catalyst is CN(C=O)C.O. The product is [O:24]=[S:23]1(=[O:25])[CH2:26][CH2:27][CH2:28][N:22]1[C:19]1[CH:20]=[CH:21][C:16]([C:4]2[N:5]([CH2:14][CH3:15])[C:6]3[C:11]([C:3]=2[C:1]#[N:2])=[CH:10][CH:9]=[C:8]([O:12][CH3:13])[CH:7]=3)=[CH:17][CH:18]=1. The yield is 0.680. (7) The reactants are [OH-].[Na+].[C:14]([O:13][C:11](O[C:11]([O:13][C:14]([CH3:17])([CH3:16])[CH3:15])=[O:12])=[O:12])([CH3:17])([CH3:16])[CH3:15].[CH2:18]([N:25]1[C:29](=[O:30])[CH2:28][CH2:27][C@@H:26]1[C:31]([NH:33][CH:34]([CH:42]([OH:54])[C:43]([NH:45][NH:46][CH2:47][C:48]1[CH:53]=[CH:52][CH:51]=[CH:50][CH:49]=1)=[O:44])[CH2:35][C:36]1[CH:41]=[CH:40][CH:39]=[CH:38][CH:37]=1)=[O:32])[C:19]1[CH:24]=[CH:23][CH:22]=[CH:21][CH:20]=1.O. The catalyst is CC(O)(C)C. The product is [CH2:47]([N:46]([C:11]([O:13][C:14]([CH3:15])([CH3:16])[CH3:17])=[O:12])[NH:45][C:43](=[O:44])[CH:42]([OH:54])[CH:34]([NH:33][C:31]([C@H:26]1[CH2:27][CH2:28][C:29](=[O:30])[N:25]1[CH2:18][C:19]1[CH:20]=[CH:21][CH:22]=[CH:23][CH:24]=1)=[O:32])[CH2:35][C:36]1[CH:41]=[CH:40][CH:39]=[CH:38][CH:37]=1)[C:48]1[CH:53]=[CH:52][CH:51]=[CH:50][CH:49]=1. The yield is 0.360. (8) The reactants are CCOC(/N=N/C(OCC)=O)=O.[OH:13][C:14]1[CH:21]=[CH:20][C:17]([CH:18]=[O:19])=[CH:16][CH:15]=1.[S:22]1[CH:26]=[CH:25][C:24]([CH2:27]O)=[CH:23]1.C1(P(C2C=CC=CC=2)C2C=CC=CC=2)C=CC=CC=1. The catalyst is O1CCCC1. The product is [S:22]1[CH:26]=[CH:25][C:24]([CH2:27][O:13][C:14]2[CH:21]=[CH:20][C:17]([CH:18]=[O:19])=[CH:16][CH:15]=2)=[CH:23]1. The yield is 0.400.